This data is from NCI-60 drug combinations with 297,098 pairs across 59 cell lines. The task is: Regression. Given two drug SMILES strings and cell line genomic features, predict the synergy score measuring deviation from expected non-interaction effect. (1) Drug 1: CCC1(CC2CC(C3=C(CCN(C2)C1)C4=CC=CC=C4N3)(C5=C(C=C6C(=C5)C78CCN9C7C(C=CC9)(C(C(C8N6C)(C(=O)OC)O)OC(=O)C)CC)OC)C(=O)OC)O.OS(=O)(=O)O. Drug 2: C1CCC(C(C1)N)N.C(=O)(C(=O)[O-])[O-].[Pt+4]. Cell line: CAKI-1. Synergy scores: CSS=24.5, Synergy_ZIP=0.00974, Synergy_Bliss=-0.564, Synergy_Loewe=-0.336, Synergy_HSA=0.0199. (2) Cell line: A549. Synergy scores: CSS=3.88, Synergy_ZIP=-2.09, Synergy_Bliss=0.273, Synergy_Loewe=0.158, Synergy_HSA=0.582. Drug 1: C1CC(=O)NC(=O)C1N2C(=O)C3=CC=CC=C3C2=O. Drug 2: C1C(C(OC1N2C=NC(=NC2=O)N)CO)O. (3) Drug 1: CN1CCC(CC1)COC2=C(C=C3C(=C2)N=CN=C3NC4=C(C=C(C=C4)Br)F)OC. Drug 2: CC1C(C(CC(O1)OC2CC(CC3=C2C(=C4C(=C3O)C(=O)C5=C(C4=O)C(=CC=C5)OC)O)(C(=O)C)O)N)O.Cl. Cell line: NCI-H322M. Synergy scores: CSS=41.2, Synergy_ZIP=8.06, Synergy_Bliss=11.2, Synergy_Loewe=10.0, Synergy_HSA=11.7. (4) Drug 1: C1CC(=O)NC(=O)C1N2CC3=C(C2=O)C=CC=C3N. Drug 2: C(CCl)NC(=O)N(CCCl)N=O. Cell line: UACC62. Synergy scores: CSS=6.71, Synergy_ZIP=-1.17, Synergy_Bliss=1.46, Synergy_Loewe=0.622, Synergy_HSA=0.641. (5) Drug 2: CN(C(=O)NC(C=O)C(C(C(CO)O)O)O)N=O. Cell line: HOP-62. Drug 1: C1CN1P(=S)(N2CC2)N3CC3. Synergy scores: CSS=27.2, Synergy_ZIP=-7.22, Synergy_Bliss=0.0679, Synergy_Loewe=-0.250, Synergy_HSA=-0.137. (6) Drug 1: C1CC(=O)NC(=O)C1N2CC3=C(C2=O)C=CC=C3N. Drug 2: CCC1=CC2CC(C3=C(CN(C2)C1)C4=CC=CC=C4N3)(C5=C(C=C6C(=C5)C78CCN9C7C(C=CC9)(C(C(C8N6C)(C(=O)OC)O)OC(=O)C)CC)OC)C(=O)OC.C(C(C(=O)O)O)(C(=O)O)O. Cell line: SK-MEL-28. Synergy scores: CSS=43.0, Synergy_ZIP=-0.807, Synergy_Bliss=0.185, Synergy_Loewe=-17.5, Synergy_HSA=1.34. (7) Drug 1: C1=NC2=C(N=C(N=C2N1C3C(C(C(O3)CO)O)O)F)N. Drug 2: CC1=C(C=C(C=C1)NC(=O)C2=CC=C(C=C2)CN3CCN(CC3)C)NC4=NC=CC(=N4)C5=CN=CC=C5. Cell line: SN12C. Synergy scores: CSS=3.56, Synergy_ZIP=-6.99, Synergy_Bliss=-7.36, Synergy_Loewe=-14.6, Synergy_HSA=-5.99. (8) Drug 1: CNC(=O)C1=CC=CC=C1SC2=CC3=C(C=C2)C(=NN3)C=CC4=CC=CC=N4. Drug 2: C1=CC(=CC=C1CC(C(=O)O)N)N(CCCl)CCCl.Cl. Cell line: OVCAR-8. Synergy scores: CSS=17.6, Synergy_ZIP=-3.54, Synergy_Bliss=1.59, Synergy_Loewe=-1.44, Synergy_HSA=-1.22. (9) Drug 1: CC1=C2C(C(=O)C3(C(CC4C(C3C(C(C2(C)C)(CC1OC(=O)C(C(C5=CC=CC=C5)NC(=O)OC(C)(C)C)O)O)OC(=O)C6=CC=CC=C6)(CO4)OC(=O)C)OC)C)OC. Drug 2: CCN(CC)CCCC(C)NC1=C2C=C(C=CC2=NC3=C1C=CC(=C3)Cl)OC. Cell line: OVCAR-8. Synergy scores: CSS=67.2, Synergy_ZIP=4.03, Synergy_Bliss=2.56, Synergy_Loewe=-1.01, Synergy_HSA=4.17. (10) Drug 1: C1=CC(=CC=C1CCCC(=O)O)N(CCCl)CCCl. Drug 2: COCCOC1=C(C=C2C(=C1)C(=NC=N2)NC3=CC=CC(=C3)C#C)OCCOC.Cl. Cell line: HT29. Synergy scores: CSS=4.35, Synergy_ZIP=-5.99, Synergy_Bliss=-4.04, Synergy_Loewe=-7.82, Synergy_HSA=-6.50.